This data is from Peptide-MHC class II binding affinity with 134,281 pairs from IEDB. The task is: Regression. Given a peptide amino acid sequence and an MHC pseudo amino acid sequence, predict their binding affinity value. This is MHC class II binding data. (1) The peptide sequence is LLESLSSLGAHLDSD. The MHC is DRB3_0101 with pseudo-sequence DRB3_0101. The binding affinity (normalized) is 0. (2) The peptide sequence is SPTEFTSISSNSGNL. The MHC is DRB1_0401 with pseudo-sequence DRB1_0401. The binding affinity (normalized) is 0.893.